Dataset: NCI-60 drug combinations with 297,098 pairs across 59 cell lines. Task: Regression. Given two drug SMILES strings and cell line genomic features, predict the synergy score measuring deviation from expected non-interaction effect. (1) Drug 1: COC1=C2C(=CC3=C1OC=C3)C=CC(=O)O2. Drug 2: C(CCl)NC(=O)N(CCCl)N=O. Cell line: A498. Synergy scores: CSS=9.06, Synergy_ZIP=-0.831, Synergy_Bliss=5.13, Synergy_Loewe=-3.13, Synergy_HSA=0.202. (2) Drug 1: CNC(=O)C1=CC=CC=C1SC2=CC3=C(C=C2)C(=NN3)C=CC4=CC=CC=N4. Drug 2: CCCCCOC(=O)NC1=NC(=O)N(C=C1F)C2C(C(C(O2)C)O)O. Cell line: K-562. Synergy scores: CSS=57.2, Synergy_ZIP=-0.0375, Synergy_Bliss=-0.438, Synergy_Loewe=-42.5, Synergy_HSA=-0.903.